Dataset: Reaction yield outcomes from USPTO patents with 853,638 reactions. Task: Predict the reaction yield, written as a fraction of the theoretical maximum amount of product (1.0 means a 100% yield; for example, 0.34 means a 34% yield). (1) The reactants are Cl[C:2]1[NH:3][C:4]([C:12]2[CH:17]=[CH:16][CH:15]=[CH:14][C:13]=2[F:18])=[CH:5][C:6]=1[C:7]([O:9][CH2:10][CH3:11])=[O:8]. The catalyst is C(O)C.[C].[Pd]. The product is [F:18][C:13]1[CH:14]=[CH:15][CH:16]=[CH:17][C:12]=1[C:4]1[NH:3][CH:2]=[C:6]([C:7]([O:9][CH2:10][CH3:11])=[O:8])[CH:5]=1. The yield is 0.180. (2) The reactants are P([O-])([O-])([O-])=O.[CH2:6]([O:10][C:11]([C:13]1([NH:18][C:19]([C:21]2[S:22][C:23]([Cl:26])=[CH:24][CH:25]=2)=[O:20])[CH2:17][CH2:16][O:15][CH2:14]1)=[O:12])[CH:7]([CH3:9])[CH3:8].CCOC(C)=O. The catalyst is CC(C)=O. The product is [CH2:6]([O:10][C:11]([C@:13]1([NH:18][C:19]([C:21]2[S:22][C:23]([Cl:26])=[CH:24][CH:25]=2)=[O:20])[CH2:17][CH2:16][O:15][CH2:14]1)=[O:12])[CH:7]([CH3:9])[CH3:8]. The yield is 0.250. (3) The reactants are [CH3:1][N:2]([C:10]1[CH:11]=[N:12][CH:13]=[CH:14][CH:15]=1)[C:3]1[CH:8]=[CH:7][CH:6]=[C:5]([NH2:9])[CH:4]=1.CCN(C(C)C)C(C)C.[Cl:25][C:26]1[CH:27]=[C:28]([CH:32]=[CH:33][CH:34]=1)[C:29](Cl)=[O:30]. The catalyst is C(Cl)Cl. The product is [Cl:25][C:26]1[CH:27]=[C:28]([CH:32]=[CH:33][CH:34]=1)[C:29]([NH:9][C:5]1[CH:6]=[CH:7][CH:8]=[C:3]([N:2]([CH3:1])[C:10]2[CH:11]=[N:12][CH:13]=[CH:14][CH:15]=2)[CH:4]=1)=[O:30]. The yield is 0.710. (4) The reactants are [OH:1][C@@H:2]1[C@@H:7]([CH:8]=[CH2:9])[O:6][C:5]([CH3:11])([CH3:10])[CH2:4][C:3]1=[O:12].[CH2:13](Br)Br.[Li]CCCC. The catalyst is C1COCC1. The product is [CH3:10][C:5]1([CH3:11])[CH2:4][C@:3]2([O:12][CH2:13]2)[C@H:2]([OH:1])[C@@H:7]([CH:8]=[CH2:9])[O:6]1. The yield is 0.730. (5) The reactants are [Br:1][C:2]1[CH:18]=[N:17][C:5]2[N:6]([CH3:16])[C:7](=[O:15])[N:8]([CH2:11][CH2:12][CH2:13][OH:14])[C:9](=[O:10])[C:4]=2[CH:3]=1.[O:19]1[CH:24]=[CH:23][CH2:22][CH2:21][CH2:20]1. The catalyst is C(Cl)Cl.C1(C)C=CC(S([O-])(=O)=O)=CC=1.[NH+]1C=CC=CC=1. The product is [Br:1][C:2]1[CH:18]=[N:17][C:5]2[N:6]([CH3:16])[C:7](=[O:15])[N:8]([CH2:11][CH2:12][CH2:13][O:14][CH:20]3[CH2:21][CH2:22][CH2:23][CH2:24][O:19]3)[C:9](=[O:10])[C:4]=2[CH:3]=1. The yield is 0.318. (6) The reactants are O[CH:2]=[C:3]1[C:12]2([CH2:17][CH2:16][N:15]([C:18]([O:20][CH2:21][C:22]3[CH:27]=[CH:26][CH:25]=[CH:24][CH:23]=3)=[O:19])[CH2:14][CH2:13]2)[O:11][C:10]2[C:5](=[CH:6][CH:7]=[CH:8][CH:9]=2)[C:4]1=O.[NH2:29][NH2:30]. The catalyst is CCO. The product is [N:15]1([C:18]([O:20][CH2:21][C:22]2[CH:23]=[CH:24][CH:25]=[CH:26][CH:27]=2)=[O:19])[CH2:16][CH2:17][C:12]2([C:3]3[CH:2]=[N:30][NH:29][C:4]=3[C:5]3[CH:6]=[CH:7][CH:8]=[CH:9][C:10]=3[O:11]2)[CH2:13][CH2:14]1. The yield is 0.580. (7) The reactants are [CH3:1][C:2]1[O:6][N:5]=[C:4]([C:7]2[CH:12]=[CH:11][CH:10]=[CH:9][CH:8]=2)[C:3]=1[C:13]([NH:15][NH2:16])=[O:14].[CH3:17][O:18][C:19]1[N:27]=[C:26]([O:28][CH3:29])[CH:25]=[CH:24][C:20]=1[C:21](O)=O. No catalyst specified. The product is [CH3:17][O:18][C:19]1[C:20]([C:21]2[O:14][C:13]([C:3]3[C:4]([C:7]4[CH:12]=[CH:11][CH:10]=[CH:9][CH:8]=4)=[N:5][O:6][C:2]=3[CH3:1])=[N:15][N:16]=2)=[CH:24][CH:25]=[C:26]([O:28][CH3:29])[N:27]=1. The yield is 0.240. (8) The reactants are [CH3:1][O:2][C:3]1[CH:8]=[CH:7][CH:6]=[CH:5][C:4]=1[N:9]1[C:17](=[O:18])[NH:16][C:15]2[C:10]1=[N:11][C:12]([NH:24][C@H:25]1[CH2:29][CH2:28][NH:27][CH2:26]1)=[N:13][C:14]=2[C:19]([O:21]CC)=O.C(OC([N:37]1CC[C@H](NC2N=C3C(NC(=O)N3C3C=CC=CC=3OC)=C(C(OCC)=O)N=2)C1)=O)(C)(C)C. The catalyst is ClCCl.FC(F)(F)C(O)=O. The product is [CH3:1][O:2][C:3]1[CH:8]=[CH:7][CH:6]=[CH:5][C:4]=1[N:9]1[C:17](=[O:18])[NH:16][C:15]2[C:10]1=[N:11][C:12]([NH:24][C@H:25]1[CH2:29][CH2:28][NH:27][CH2:26]1)=[N:13][C:14]=2[C:19]([NH2:37])=[O:21]. The yield is 1.00. (9) The reactants are Cl[C:2]1[C:7]([C:8]#[N:9])=[CH:6][N:5]=[C:4]2[CH:10]=[C:11]([C:13]3[CH:18]=[CH:17][N:16]=[CH:15][CH:14]=3)[S:12][C:3]=12.[NH2:19][C:20]1[CH:21]=[C:22](B(O)O)[CH:23]=[CH:24][CH:25]=1. The catalyst is C(=O)([O-])[O-].[Na+].[Na+].COCCOC.C1C=CC([P]([Pd]([P](C2C=CC=CC=2)(C2C=CC=CC=2)C2C=CC=CC=2)([P](C2C=CC=CC=2)(C2C=CC=CC=2)C2C=CC=CC=2)[P](C2C=CC=CC=2)(C2C=CC=CC=2)C2C=CC=CC=2)(C2C=CC=CC=2)C2C=CC=CC=2)=CC=1. The product is [NH2:19][C:20]1[CH:25]=[C:24]([C:2]2[C:7]([C:8]#[N:9])=[CH:6][N:5]=[C:4]3[CH:10]=[C:11]([C:13]4[CH:18]=[CH:17][N:16]=[CH:15][CH:14]=4)[S:12][C:3]=23)[CH:23]=[CH:22][CH:21]=1. The yield is 0.670.